From a dataset of NCI-60 drug combinations with 297,098 pairs across 59 cell lines. Regression. Given two drug SMILES strings and cell line genomic features, predict the synergy score measuring deviation from expected non-interaction effect. (1) Drug 1: C1=NC2=C(N1)C(=S)N=C(N2)N. Drug 2: C1CN(P(=O)(OC1)NCCCl)CCCl. Cell line: SN12C. Synergy scores: CSS=26.5, Synergy_ZIP=-6.69, Synergy_Bliss=-0.0212, Synergy_Loewe=-34.8, Synergy_HSA=-0.409. (2) Drug 1: COC1=C(C=C2C(=C1)N=CN=C2NC3=CC(=C(C=C3)F)Cl)OCCCN4CCOCC4. Drug 2: CC1C(C(CC(O1)OC2CC(CC3=C2C(=C4C(=C3O)C(=O)C5=C(C4=O)C(=CC=C5)OC)O)(C(=O)C)O)N)O.Cl. Cell line: T-47D. Synergy scores: CSS=31.4, Synergy_ZIP=-2.40, Synergy_Bliss=3.82, Synergy_Loewe=4.69, Synergy_HSA=6.05. (3) Drug 1: C1CNP(=O)(OC1)N(CCCl)CCCl. Drug 2: C1CN(P(=O)(OC1)NCCCl)CCCl. Cell line: HS 578T. Synergy scores: CSS=18.4, Synergy_ZIP=3.49, Synergy_Bliss=9.36, Synergy_Loewe=4.94, Synergy_HSA=9.06. (4) Drug 1: CC(CN1CC(=O)NC(=O)C1)N2CC(=O)NC(=O)C2. Drug 2: C1C(C(OC1N2C=NC3=C2NC=NCC3O)CO)O. Cell line: HS 578T. Synergy scores: CSS=10.1, Synergy_ZIP=-2.28, Synergy_Bliss=1.57, Synergy_Loewe=-1.41, Synergy_HSA=1.64. (5) Drug 1: CC1=C2C(C(=O)C3(C(CC4C(C3C(C(C2(C)C)(CC1OC(=O)C(C(C5=CC=CC=C5)NC(=O)OC(C)(C)C)O)O)OC(=O)C6=CC=CC=C6)(CO4)OC(=O)C)OC)C)OC. Drug 2: CCCS(=O)(=O)NC1=C(C(=C(C=C1)F)C(=O)C2=CNC3=C2C=C(C=N3)C4=CC=C(C=C4)Cl)F. Cell line: UACC62. Synergy scores: CSS=54.1, Synergy_ZIP=-1.64, Synergy_Bliss=-3.05, Synergy_Loewe=0.431, Synergy_HSA=3.21. (6) Drug 1: CC12CCC(CC1=CCC3C2CCC4(C3CC=C4C5=CN=CC=C5)C)O. Drug 2: CS(=O)(=O)CCNCC1=CC=C(O1)C2=CC3=C(C=C2)N=CN=C3NC4=CC(=C(C=C4)OCC5=CC(=CC=C5)F)Cl. Cell line: PC-3. Synergy scores: CSS=3.66, Synergy_ZIP=1.26, Synergy_Bliss=3.42, Synergy_Loewe=4.60, Synergy_HSA=4.70. (7) Drug 1: CN(C)C1=NC(=NC(=N1)N(C)C)N(C)C. Drug 2: C(=O)(N)NO. Cell line: PC-3. Synergy scores: CSS=-3.23, Synergy_ZIP=-2.05, Synergy_Bliss=-6.73, Synergy_Loewe=-11.3, Synergy_HSA=-7.75.